Dataset: Full USPTO retrosynthesis dataset with 1.9M reactions from patents (1976-2016). Task: Predict the reactants needed to synthesize the given product. Given the product [CH2:1]1[C:10]2[C:5](=[CH:6][CH:7]=[CH:8][CH:9]=2)[CH2:4][CH2:3][N:2]1[CH2:18][C:19]([O:21][CH2:22][CH3:23])=[O:20], predict the reactants needed to synthesize it. The reactants are: [CH2:1]1[C:10]2[C:5](=[CH:6][CH:7]=[CH:8][CH:9]=2)[CH2:4][CH2:3][NH:2]1.C(=O)([O-])[O-].[K+].[K+].Br[CH2:18][C:19]([O:21][CH2:22][CH3:23])=[O:20].